Dataset: Full USPTO retrosynthesis dataset with 1.9M reactions from patents (1976-2016). Task: Predict the reactants needed to synthesize the given product. (1) Given the product [Cl:16][C:17]1[CH:22]=[CH:21][C:20]([NH:23][S:3]([C:2]([F:15])([F:14])[F:1])(=[O:5])=[O:4])=[C:19]([O:24][C:25]2[CH:30]=[CH:29][C:28]([Cl:31])=[CH:27][C:26]=2[Cl:32])[CH:18]=1, predict the reactants needed to synthesize it. The reactants are: [F:1][C:2]([F:15])([F:14])[S:3](O[S:3]([C:2]([F:15])([F:14])[F:1])(=[O:5])=[O:4])(=[O:5])=[O:4].[Cl:16][C:17]1[CH:22]=[CH:21][C:20]([NH2:23])=[C:19]([O:24][C:25]2[CH:30]=[CH:29][C:28]([Cl:31])=[CH:27][C:26]=2[Cl:32])[CH:18]=1.O. (2) Given the product [C:1]([O:5][C:6]([N:8]1[CH2:13][CH2:12][N:11]([CH2:15][C:16]([O:18][CH3:19])=[O:17])[CH2:10][CH2:9]1)=[O:7])([CH3:4])([CH3:2])[CH3:3], predict the reactants needed to synthesize it. The reactants are: [C:1]([O:5][C:6]([N:8]1[CH2:13][CH2:12][NH:11][CH2:10][CH2:9]1)=[O:7])([CH3:4])([CH3:3])[CH3:2].Br[CH2:15][C:16]([O:18][CH3:19])=[O:17]. (3) The reactants are: [CH2:1]([N:8]1[CH2:13][CH2:12][C:11]([CH3:15])(O)[CH2:10][CH2:9]1)[C:2]1[CH:7]=[CH:6][CH:5]=[CH:4][CH:3]=1.[OH-].[Na+]. Given the product [CH2:1]([N:8]1[CH2:13][CH2:12][C:11]([CH3:15])([C:2]2[CH:7]=[CH:6][CH:5]=[CH:4][CH:3]=2)[CH2:10][CH2:9]1)[C:2]1[CH:7]=[CH:6][CH:5]=[CH:4][CH:3]=1, predict the reactants needed to synthesize it. (4) Given the product [NH2:16][C:10]1[O:11][CH2:12][C:13]([F:15])([F:14])[C@:8]([C:6]2[CH:7]=[C:2]([NH:1][C:28](=[O:29])[C:25]3[CH:24]=[CH:23][C:22]([C:20]#[N:21])=[CH:27][N:26]=3)[CH:3]=[CH:4][C:5]=2[F:19])([CH2:17][F:18])[N:9]=1, predict the reactants needed to synthesize it. The reactants are: [NH2:1][C:2]1[CH:3]=[CH:4][C:5]([F:19])=[C:6]([C@:8]2([CH2:17][F:18])[C:13]([F:15])([F:14])[CH2:12][O:11][C:10]([NH2:16])=[N:9]2)[CH:7]=1.[C:20]([C:22]1[CH:23]=[CH:24][C:25]([C:28](O)=[O:29])=[N:26][CH:27]=1)#[N:21]. (5) Given the product [Cl:29][C:11]1[N:12]=[N+:13]([O-:14])[C:8]2[CH:7]=[C:6]([CH3:5])[CH:17]=[CH:16][C:9]=2[N:10]=1, predict the reactants needed to synthesize it. The reactants are: N([O-])=O.[Na+].[CH3:5][C:6]1[CH:17]=[CH:16][C:9]2[N:10]=[C:11](N)[N:12]=[N+:13]([O-:14])[C:8]=2[CH:7]=1.CN(C)C1C=CC=CC=1.O=P(Cl)(Cl)[Cl:29].